This data is from Catalyst prediction with 721,799 reactions and 888 catalyst types from USPTO. The task is: Predict which catalyst facilitates the given reaction. (1) Reactant: [OH-].[Na+].C([O:5][C:6]([C:8]1[CH:13]=[CH:12][C:11]([NH:14][C:15]([C:17]2[CH:22]=[C:21]([N+:23]([O-:25])=[O:24])[CH:20]=[CH:19][C:18]=2[Cl:26])=[O:16])=[CH:10][CH:9]=1)=[O:7])C. Product: [Cl:26][C:18]1[CH:19]=[CH:20][C:21]([N+:23]([O-:25])=[O:24])=[CH:22][C:17]=1[C:15]([NH:14][C:11]1[CH:12]=[CH:13][C:8]([C:6]([OH:7])=[O:5])=[CH:9][CH:10]=1)=[O:16]. The catalyst class is: 12. (2) The catalyst class is: 7. Reactant: [H-].[Al+3].[Li+].[H-].[H-].[H-].[C:7]1([S:13]([C:16]2([C:21]#[N:22])[CH2:20][CH2:19][CH2:18][CH2:17]2)(=[O:15])=[O:14])[CH:12]=[CH:11][CH:10]=[CH:9][CH:8]=1.O. Product: [C:7]1([S:13]([C:16]2([CH2:21][NH2:22])[CH2:20][CH2:19][CH2:18][CH2:17]2)(=[O:14])=[O:15])[CH:8]=[CH:9][CH:10]=[CH:11][CH:12]=1.